This data is from Catalyst prediction with 721,799 reactions and 888 catalyst types from USPTO. The task is: Predict which catalyst facilitates the given reaction. (1) Reactant: [CH2:1]([O:3][C:4]([C:6]1[S:10][C:9](Br)=[N:8][C:7]=1[C:12]([F:15])([F:14])[F:13])=[O:5])[CH3:2].[CH2:16]([Sn](CCCC)(CCCC)C=C)[CH2:17]CC.C(C1C=C(C)C=C(C(C)(C)C)C=1O)(C)(C)C.C(OCC)(=O)C. Product: [CH2:1]([O:3][C:4]([C:6]1[S:10][C:9]([CH:16]=[CH2:17])=[N:8][C:7]=1[C:12]([F:15])([F:14])[F:13])=[O:5])[CH3:2]. The catalyst class is: 109. (2) Reactant: [CH3:1][C:2]1[CH:3]=[C:4]([O:11][CH:12]2[CH2:17][CH2:16][N:15]([C:18]([O:20][CH2:21][C:22]3[CH:27]=[CH:26][CH:25]=[CH:24][CH:23]=3)=[O:19])[CH2:14][CH2:13]2)[CH:5]=[CH:6][C:7]=1[N+:8]([O-])=O.[BH4-].[Na+]. Product: [NH2:8][C:7]1[CH:6]=[CH:5][C:4]([O:11][CH:12]2[CH2:13][CH2:14][N:15]([C:18]([O:20][CH2:21][C:22]3[CH:27]=[CH:26][CH:25]=[CH:24][CH:23]=3)=[O:19])[CH2:16][CH2:17]2)=[CH:3][C:2]=1[CH3:1]. The catalyst class is: 652. (3) The catalyst class is: 42. Reactant: [CH3:1][O:2][C:3]([C:5]1[S:9][C:8]2[CH:10]=[C:11]([CH:14]=[C:15](Br)Br)[CH:12]=[CH:13][C:7]=2[C:6]=1[O:18][CH2:19][C:20]([O:22][CH3:23])=[O:21])=[O:4].[NH:24]1[CH2:29][CH2:28][CH2:27][CH2:26][CH2:25]1.[OH2:30]. Product: [CH3:1][O:2][C:3]([C:5]1[S:9][C:8]2[CH:10]=[C:11]([CH2:14][C:15](=[O:30])[N:24]3[CH2:29][CH2:28][CH2:27][CH2:26][CH2:25]3)[CH:12]=[CH:13][C:7]=2[C:6]=1[O:18][CH2:19][C:20]([O:22][CH3:23])=[O:21])=[O:4]. (4) Reactant: Br[C:2]1[CH:27]=[CH:26][C:5]([CH2:6][C:7]2[C:15]3[C:10](=[N:11][CH:12]=[CH:13][CH:14]=3)[N:9]([Si:16]([CH:23]([CH3:25])[CH3:24])([CH:20]([CH3:22])[CH3:21])[CH:17]([CH3:19])[CH3:18])[CH:8]=2)=[CH:4][CH:3]=1.[CH2:28]([NH2:35])[C:29]1[CH:34]=[CH:33][CH:32]=[CH:31][CH:30]=1.C(P(C(C)(C)C)C1C=CC=CC=1C1C=CC=CC=1)(C)(C)C.CC(C)([O-])C.[K+]. Product: [CH2:28]([NH:35][C:2]1[CH:27]=[CH:26][C:5]([CH2:6][C:7]2[C:15]3[C:10](=[N:11][CH:12]=[CH:13][CH:14]=3)[N:9]([Si:16]([CH:23]([CH3:25])[CH3:24])([CH:20]([CH3:22])[CH3:21])[CH:17]([CH3:19])[CH3:18])[CH:8]=2)=[CH:4][CH:3]=1)[C:29]1[CH:34]=[CH:33][CH:32]=[CH:31][CH:30]=1. The catalyst class is: 720.